Dataset: Forward reaction prediction with 1.9M reactions from USPTO patents (1976-2016). Task: Predict the product of the given reaction. (1) Given the reactants Br[C:2]1[CH:3]=[N:4][C:5]([Cl:8])=[N:6][CH:7]=1.[B:9](OC(C)C)([O:14]C(C)C)[O:10]C(C)C.C([Li])CCC.Cl, predict the reaction product. The product is: [Cl:8][C:5]1[N:4]=[CH:3][C:2]([B:9]([OH:14])[OH:10])=[CH:7][N:6]=1. (2) Given the reactants C(O[CH:5]1[O:27][C@H:26]([CH2:28][O:29][C:30](=[O:37])[C:31]2[CH:36]=[CH:35][CH:34]=[CH:33][CH:32]=2)[C@@H:16]([O:17][C:18](=[O:25])[C:19]2[CH:24]=[CH:23][CH:22]=[CH:21][CH:20]=2)[C@@:6]1([CH3:38])[O:7][C:8](=[O:15])[C:9]1[CH:14]=[CH:13][CH:12]=[CH:11][CH:10]=1)(=O)C.[NH2:39][C:40]1[N:45]=[CH:44][N:43]=[C:42]2[NH:46][N:47]=[C:48]([I:49])[C:41]=12.B(F)(F)F.CCOCC, predict the reaction product. The product is: [NH2:39][C:40]1[N:45]=[CH:44][N:43]=[C:42]2[N:46]([C@@H:5]3[O:27][C@H:26]([CH2:28][O:29][C:30](=[O:37])[C:31]4[CH:36]=[CH:35][CH:34]=[CH:33][CH:32]=4)[C@@H:16]([O:17][C:18](=[O:25])[C:19]4[CH:24]=[CH:23][CH:22]=[CH:21][CH:20]=4)[C@@:6]3([CH3:38])[O:7][C:8](=[O:15])[C:9]3[CH:14]=[CH:13][CH:12]=[CH:11][CH:10]=3)[N:47]=[C:48]([I:49])[C:41]=12. (3) Given the reactants [NH2:1][C:2]1[C:7]([OH:8])=[CH:6][C:5]([Br:9])=[CH:4][N:3]=1.I[CH:11]([CH3:13])[CH3:12].[OH-].[Na+], predict the reaction product. The product is: [Br:9][C:5]1[CH:6]=[C:7]([O:8][CH:11]([CH3:13])[CH3:12])[C:2]([NH2:1])=[N:3][CH:4]=1. (4) Given the reactants [Cl:1][C:2]1[CH:7]=[C:6]([Cl:8])[CH:5]=[CH:4][C:3]=1[C:9]1[CH:14]=[CH:13][C:12]([S:15]([NH:18][C:19]2[CH:20]=[C:21]([CH:27]=[CH:28][CH:29]=2)[C:22]([N:24]([CH3:26])[CH3:25])=O)(=[O:17])=[O:16])=[CH:11][CH:10]=1.B.[Cl-].[NH4+], predict the reaction product. The product is: [Cl:1][C:2]1[CH:7]=[C:6]([Cl:8])[CH:5]=[CH:4][C:3]=1[C:9]1[CH:14]=[CH:13][C:12]([S:15]([NH:18][C:19]2[CH:29]=[CH:28][CH:27]=[C:21]([CH2:22][N:24]([CH3:26])[CH3:25])[CH:20]=2)(=[O:17])=[O:16])=[CH:11][CH:10]=1. (5) The product is: [N+:7]([C:10]1[CH:15]=[CH:14][C:13]([N:1]2[CH2:5][C:4](=[O:6])[NH:3][CH2:2]2)=[CH:12][CH:11]=1)([O-:9])=[O:8]. Given the reactants [NH:1]1[CH2:5][C:4](=[O:6])[NH:3][CH2:2]1.[N+:7]([C:10]1[CH:15]=[CH:14][CH:13]=[CH:12][CH:11]=1)([O-:9])=[O:8].C(N(C(C)C)CC)(C)C, predict the reaction product. (6) Given the reactants [OH:1][CH2:2][C@H:3]([NH:10]C(=O)OC(C)(C)C)[C:4]1[N:5]=[N:6][N:7]([CH3:9])[N:8]=1.[ClH:18].O1CCOCC1, predict the reaction product. The product is: [ClH:18].[NH2:10][C@H:3]([C:4]1[N:5]=[N:6][N:7]([CH3:9])[N:8]=1)[CH2:2][OH:1].